From a dataset of Full USPTO retrosynthesis dataset with 1.9M reactions from patents (1976-2016). Predict the reactants needed to synthesize the given product. (1) Given the product [Br:1][C:2]1[C:3]([S:9]([NH:12][C:13]2[CH:21]=[CH:20][C:16]([C:17]([O:19][CH2:26][CH2:25][O:24][CH3:23])=[O:18])=[C:15]([OH:22])[CH:14]=2)(=[O:10])=[O:11])=[C:4]([Cl:8])[S:5][C:6]=1[Cl:7], predict the reactants needed to synthesize it. The reactants are: [Br:1][C:2]1[C:3]([S:9]([NH:12][C:13]2[CH:21]=[CH:20][C:16]([C:17]([OH:19])=[O:18])=[C:15]([OH:22])[CH:14]=2)(=[O:11])=[O:10])=[C:4]([Cl:8])[S:5][C:6]=1[Cl:7].[CH3:23][O:24][CH2:25][CH2:26]O. (2) Given the product [ClH:8].[ClH:36].[NH2:27][C@@H:25]([CH3:26])[C:24]([N:21]1[CH2:22][CH2:23][CH:18]([CH2:17][CH2:16][C:15]2[C:10]([NH2:9])=[N:11][C:12]([CH3:37])=[N:13][C:14]=2[Cl:36])[CH2:19][CH2:20]1)=[O:35], predict the reactants needed to synthesize it. The reactants are: CC(O)C.C([Cl:8])(=O)C.[NH2:9][C:10]1[C:15]([CH2:16][CH2:17][CH:18]2[CH2:23][CH2:22][N:21]([C:24](=[O:35])[C@@H:25]([NH:27]C(=O)OC(C)(C)C)[CH3:26])[CH2:20][CH2:19]2)=[C:14]([Cl:36])[N:13]=[C:12]([CH3:37])[N:11]=1. (3) Given the product [CH3:75][CH:38]([CH3:37])[C@H:39]([N:44]1[CH2:52][C:51]2[C:46](=[CH:47][C:48]([C:53]3[CH:58]=[CH:57][C:56]([NH:59][C:60](=[O:72])[C:61]4[CH:62]=[CH:63][C:64]([CH2:67][CH2:68][CH2:69][CH2:70][CH3:71])=[CH:65][CH:66]=4)=[CH:55][C:54]=3[CH3:73])=[CH:49][CH:50]=2)[C:45]1=[O:74])[C:40]([OH:42])=[O:41], predict the reactants needed to synthesize it. The reactants are: C(C1C=CC(C(NC2C=CC(C3C=C4C(CN([C@@H](C(C)C)C(O)=O)C4=O)=CC=3)=NC=2)=O)=CC=1)(C)(C)C.[CH3:37][CH:38]([CH3:75])[C@H:39]([N:44]1[CH2:52][C:51]2[C:46](=[CH:47][C:48]([C:53]3[CH:58]=[CH:57][C:56]([NH:59][C:60](=[O:72])[C:61]4[CH:66]=[CH:65][C:64]([CH2:67][CH2:68][CH2:69][CH2:70][CH3:71])=[CH:63][CH:62]=4)=[CH:55][C:54]=3[CH3:73])=[CH:49][CH:50]=2)[C:45]1=[O:74])[C:40]([O:42]C)=[O:41]. (4) The reactants are: [C:1]([OH:12])(=O)/[CH:2]=[CH:3]/[CH2:4][CH2:5][CH2:6][CH2:7][CH2:8][CH2:9][CH3:10].[CH2:13]([NH2:17])[CH:14]([CH3:16])[CH3:15]. Given the product [CH2:13]([NH:17][C:1](=[O:12])/[CH:2]=[CH:3]/[CH2:4][CH2:5][CH2:6][CH2:7][CH2:8][CH2:9][CH3:10])[CH:14]([CH3:16])[CH3:15], predict the reactants needed to synthesize it. (5) Given the product [N:1]1([CH2:6][CH2:7][CH2:8][O:9][C:10]2[CH:11]=[CH:12][C:13]([C:16]3([C:22]([N:29]4[CH2:30][CH2:31][CH:26]([OH:25])[CH2:27][CH2:28]4)=[O:24])[CH2:17][CH2:18][CH2:19][CH2:20][CH2:21]3)=[CH:14][CH:15]=2)[CH2:5][CH2:4][CH2:3][CH2:2]1, predict the reactants needed to synthesize it. The reactants are: [N:1]1([CH2:6][CH2:7][CH2:8][O:9][C:10]2[CH:15]=[CH:14][C:13]([C:16]3([C:22]([OH:24])=O)[CH2:21][CH2:20][CH2:19][CH2:18][CH2:17]3)=[CH:12][CH:11]=2)[CH2:5][CH2:4][CH2:3][CH2:2]1.[OH:25][CH:26]1[CH2:31][CH2:30][NH:29][CH2:28][CH2:27]1.